From a dataset of Reaction yield outcomes from USPTO patents with 853,638 reactions. Predict the reaction yield, written as a fraction of the theoretical maximum amount of product (1.0 means a 100% yield; for example, 0.34 means a 34% yield). The reactants are [NH2:1][C:2]1[CH:7]=[CH:6][C:5]([C:8]2[C:16]3[C:11](=[CH:12][C:13]([F:17])=[CH:14][CH:15]=3)[N:10]([S:18]([C:21]3[CH:26]=[CH:25][CH:24]=[CH:23][CH:22]=3)(=[O:20])=[O:19])[CH:9]=2)=[CH:4][C:3]=1[OH:27].C1C[O:31][CH2:30]C1. The catalyst is O. The product is [F:17][C:13]1[CH:12]=[C:11]2[C:16]([C:8]([C:5]3[CH:6]=[CH:7][C:2]4[NH:1][C:30](=[O:31])[O:27][C:3]=4[CH:4]=3)=[CH:9][N:10]2[S:18]([C:21]2[CH:26]=[CH:25][CH:24]=[CH:23][CH:22]=2)(=[O:20])=[O:19])=[CH:15][CH:14]=1. The yield is 1.00.